The task is: Predict the product of the given reaction.. This data is from Forward reaction prediction with 1.9M reactions from USPTO patents (1976-2016). (1) Given the reactants [CH3:1][O:2][C:3]1[CH:8]=[CH:7][CH:6]=[CH:5][C:4]=1B(O)O.[N+:12]([C:15]1[CH:16]=[C:17](I)[CH:18]=[CH:19][CH:20]=1)([O-:14])=[O:13].C(=O)([O-])[O-].[K+].[K+].O, predict the reaction product. The product is: [CH3:1][O:2][C:3]1[CH:8]=[CH:7][CH:6]=[CH:5][C:4]=1[C:19]1[CH:18]=[CH:17][CH:16]=[C:15]([N+:12]([O-:14])=[O:13])[CH:20]=1. (2) Given the reactants [C:1]([C:4]1[CH:9]=[C:8]([C@@H:10]([NH:13][C:14]([C:16]2[C:17]3[CH:24]=[N:23][N:22]([C:25]4[CH:30]=[CH:29][C:28]([F:31])=[CH:27][CH:26]=4)[C:18]=3[CH:19]=[N:20][CH:21]=2)=[O:15])[CH2:11][CH3:12])[CH:7]=[CH:6][N:5]=1)(=[O:3])[CH3:2].[CH3:32][Li], predict the reaction product. The product is: [OH:3][C:1]([C:4]1[CH:9]=[C:8]([C@@H:10]([NH:13][C:14]([C:16]2[C:17]3[CH:24]=[N:23][N:22]([C:25]4[CH:26]=[CH:27][C:28]([F:31])=[CH:29][CH:30]=4)[C:18]=3[CH:19]=[N:20][CH:21]=2)=[O:15])[CH2:11][CH3:12])[CH:7]=[CH:6][N:5]=1)([CH3:32])[CH3:2]. (3) Given the reactants C1(P(C2C=CC=CC=2)C2C=CC=CC=2)C=CC=CC=1.[CH3:20][O:21][C:22](=[O:61])[C:23]1[CH:28]=[CH:27][CH:26]=[CH:25][C:24]=1[N:29]([C:31]([C:33]1[N:37]([CH2:38][C:39]2[CH:44]=[CH:43][CH:42]=[CH:41][C:40]=2[Cl:45])[C:36]([N:46]2[CH2:51][CH2:50][CH2:49][C@@H:48]([NH:52][C:53]([O:55][C:56]([CH3:59])([CH3:58])[CH3:57])=[O:54])[CH2:47]2)=[N:35][C:34]=1I)=[O:32])[CH3:30], predict the reaction product. The product is: [C:56]([O:55][C:53]([NH:52][C@@H:48]1[CH2:49][CH2:50][CH2:51][N:46]([C:36]2[N:37]([CH2:38][C:39]3[CH:44]=[CH:43][CH:42]=[CH:41][C:40]=3[Cl:45])[C:33]3[C:31](=[O:32])[N:29]([CH3:30])[C:24]4[C:25]([C:34]=3[N:35]=2)=[CH:26][CH:27]=[CH:28][C:23]=4[C:22]([O:21][CH3:20])=[O:61])[CH2:47]1)=[O:54])([CH3:59])([CH3:58])[CH3:57]. (4) Given the reactants [CH:1]1([CH:4]([C:18]2[CH:22]=[CH:21][S:20][CH:19]=2)[NH:5][C:6]([C:8]2[CH:9]=[C:10]3[C:14](=[CH:15][CH:16]=2)[NH:13][N:12]=[C:11]3I)=[O:7])[CH2:3][CH2:2]1.CC1(C)C(C)(C)OB([C:31]2[CH:46]=[CH:45][C:34]([O:35][CH:36]3[CH2:41][CH2:40][N:39]([CH2:42][CH2:43][OH:44])[CH2:38][CH2:37]3)=[CH:33][CH:32]=2)O1, predict the reaction product. The product is: [CH:1]1([CH:4]([C:18]2[CH:22]=[CH:21][S:20][CH:19]=2)[NH:5][C:6]([C:8]2[CH:9]=[C:10]3[C:14](=[CH:15][CH:16]=2)[NH:13][N:12]=[C:11]3[C:31]2[CH:32]=[CH:33][C:34]([O:35][CH:36]3[CH2:37][CH2:38][N:39]([CH2:42][CH2:43][OH:44])[CH2:40][CH2:41]3)=[CH:45][CH:46]=2)=[O:7])[CH2:3][CH2:2]1.